This data is from Forward reaction prediction with 1.9M reactions from USPTO patents (1976-2016). The task is: Predict the product of the given reaction. (1) Given the reactants CC1(C)C(C)(C)OB([C:9]2[CH:10]=[C:11]3[C:16](=[C:17]([O:19][CH2:20][O:21][CH2:22][CH2:23][Si:24]([CH3:27])([CH3:26])[CH3:25])[CH:18]=2)[N:15]=[CH:14][N:13]([CH2:28][O:29][CH2:30][CH2:31][Si:32]([CH3:35])([CH3:34])[CH3:33])[C:12]3=[O:36])O1.[CH3:38][SH:39].C(=O)([O-])[O-].[K+].[K+], predict the reaction product. The product is: [CH3:38][S:39][CH2:12][C:11]1[CH:16]=[CH:17][CH:18]=[CH:9][C:10]=1[C:9]1[CH:10]=[C:11]2[C:16](=[C:17]([O:19][CH2:20][O:21][CH2:22][CH2:23][Si:24]([CH3:26])([CH3:25])[CH3:27])[CH:18]=1)[N:15]=[CH:14][N:13]([CH2:28][O:29][CH2:30][CH2:31][Si:32]([CH3:33])([CH3:35])[CH3:34])[C:12]2=[O:36]. (2) Given the reactants [CH3:1][C:2]1([CH3:10])[O:9][C:7](=[O:8])[CH2:6][C:4](=[O:5])O1.N1C=C[CH:14]=[CH:13][CH:12]=1.[C:17](Cl)(=O)C(C)C.Cl.C(O)(C)(C)C, predict the reaction product. The product is: [CH3:12][CH:13]([CH3:14])[C:4](=[O:5])[CH2:6][C:7]([O:9][C:2]([CH3:1])([CH3:10])[CH3:17])=[O:8].